This data is from Peptide-MHC class II binding affinity with 134,281 pairs from IEDB. The task is: Regression. Given a peptide amino acid sequence and an MHC pseudo amino acid sequence, predict their binding affinity value. This is MHC class II binding data. (1) The peptide sequence is PDNVKPIYIVTPTNA. The MHC is HLA-DQA10102-DQB10602 with pseudo-sequence HLA-DQA10102-DQB10602. The binding affinity (normalized) is 0.395. (2) The MHC is DRB1_0101 with pseudo-sequence DRB1_0101. The peptide sequence is RTVFFVLMMLVAPSY. The binding affinity (normalized) is 0.108. (3) The peptide sequence is TDKMFFVKNPTDTGH. The MHC is DRB1_0101 with pseudo-sequence DRB1_0101. The binding affinity (normalized) is 0.0553.